Dataset: Catalyst prediction with 721,799 reactions and 888 catalyst types from USPTO. Task: Predict which catalyst facilitates the given reaction. (1) Product: [Br:5][C:6]1[C:15]2[C:10](=[C:11]([N+:1]([O-:4])=[O:2])[CH:12]=[CH:13][CH:14]=2)[CH:9]=[N:8][CH:7]=1. Reactant: [N+:1]([O-:4])(O)=[O:2].[Br:5][C:6]1[C:15]2[C:10](=[CH:11][CH:12]=[CH:13][CH:14]=2)[CH:9]=[N:8][CH:7]=1. The catalyst class is: 561. (2) Reactant: [Cl:1][C:2]1[CH:7]=[CH:6][C:5]([C:8]2[N:12]([CH:13]3[CH2:15][CH2:14]3)[C:11](=[O:16])[N:10]([CH2:17][CH2:18][C:19]([O:21]CC)=[O:20])[N:9]=2)=[CH:4][CH:3]=1.[OH-].[K+]. Product: [Cl:1][C:2]1[CH:7]=[CH:6][C:5]([C:8]2[N:12]([CH:13]3[CH2:15][CH2:14]3)[C:11](=[O:16])[N:10]([CH2:17][CH2:18][C:19]([OH:21])=[O:20])[N:9]=2)=[CH:4][CH:3]=1. The catalyst class is: 5. (3) Reactant: [CH3:1][O:2][C:3](=[O:15])[CH2:4][C:5]1[CH:10]=[CH:9][C:8]([N+:11]([O-])=O)=[CH:7][C:6]=1[CH3:14].C([O-])=O.[NH4+]. Product: [CH3:1][O:2][C:3](=[O:15])[CH2:4][C:5]1[CH:10]=[CH:9][C:8]([NH2:11])=[CH:7][C:6]=1[CH3:14]. The catalyst class is: 358. (4) Reactant: C[O:2][C:3]([C:5]1[N:6]=[CH:7][C:8]([N:11]2[CH2:16][CH2:15][N:14]([C:17]3[N:18]=[N:19][C:20]([C:25]4[CH:30]=[CH:29][C:28]([C:31]([F:34])([F:33])[F:32])=[CH:27][CH:26]=4)=[C:21]([CH3:24])[C:22]=3[CH3:23])[CH2:13][C@H:12]2[CH3:35])=[N:9][CH:10]=1)=[O:4].[Li+].[OH-]. Product: [F:34][C:31]([F:32])([F:33])[C:28]1[CH:27]=[CH:26][C:25]([C:20]2[N:19]=[N:18][C:17]([N:14]3[CH2:15][CH2:16][N:11]([C:8]4[CH:7]=[N:6][C:5]([C:3]([OH:4])=[O:2])=[CH:10][N:9]=4)[C@H:12]([CH3:35])[CH2:13]3)=[C:22]([CH3:23])[C:21]=2[CH3:24])=[CH:30][CH:29]=1. The catalyst class is: 5. (5) Reactant: [NH:1]1C(=O)CC(=O)NC1=S.S([O-])(OCCCCCCCCCCCC)(=O)=O.[Na+].[OH-:28].[Na+].[CH3:30][N:31]1[C:37](=[O:38])[N:36]([CH3:39])[C:34](=[O:35])[C:33]2[NH:40][C:41]([C:43]3[CH:48]=[CH:47][C:46]([S:49]([OH:52])(=[O:51])=[O:50])=[CH:45][CH:44]=3)=[N:42][C:32]1=2.[CH:53]1[N:57]([C@@H:58]2[O:62][C@H:61]([CH2:63][OH:64])[C@@H:60]([OH:65])[CH2:59]2)[C:56]2[N:66]=[CH:67][NH:68]C[C@@H:70](O)[C:55]=2[N:54]=1. Product: [C@@H:58]1([N:57]2[C:56]3[N:66]=[CH:67][N:68]=[C:70]([NH2:1])[C:55]=3[N:54]=[CH:53]2)[O:62][C@H:61]([CH2:63][OH:64])[C@@H:60]([OH:65])[C@H:59]1[OH:28].[CH3:30][N:31]1[C:37](=[O:38])[N:36]([CH3:39])[C:34](=[O:35])[C:33]2[NH:40][C:41]([C:43]3[CH:44]=[CH:45][C:46]([S:49]([OH:52])(=[O:50])=[O:51])=[CH:47][CH:48]=3)=[N:42][C:32]1=2. The catalyst class is: 211. (6) Reactant: [NH2:1][C:2]1[CH:7]=[CH:6][C:5]([OH:8])=[CH:4][CH:3]=1.Cl[C:10]1[CH:15]=[C:14]([O:16][C:17]2[CH:18]=[C:19]([CH3:30])[C:20]([CH3:29])=[N:21][C:22]=2[C:23]2[CH:28]=[CH:27][CH:26]=[CH:25][N:24]=2)[CH:13]=[CH:12][N:11]=1.C([O-])([O-])=O.[Cs+].[Cs+].CC1(C)C2C(=C(P(C3C=CC=CC=3)C3C=CC=CC=3)C=CC=2)OC2C(P(C3C=CC=CC=3)C3C=CC=CC=3)=CC=CC1=2. The catalyst class is: 62. Product: [CH3:30][C:19]1[CH:18]=[C:17]([O:16][C:14]2[CH:13]=[CH:12][N:11]=[C:10]([NH:1][C:2]3[CH:7]=[CH:6][C:5]([OH:8])=[CH:4][CH:3]=3)[CH:15]=2)[C:22]([C:23]2[CH:28]=[CH:27][CH:26]=[CH:25][N:24]=2)=[N:21][C:20]=1[CH3:29].